From a dataset of Forward reaction prediction with 1.9M reactions from USPTO patents (1976-2016). Predict the product of the given reaction. (1) The product is: [CH3:18][C:13]1([CH3:19])[C:14]([CH3:17])([CH3:16])[O:15][B:11]([C:25]2[S:24][C:23]3[CH:26]=[CH:27][CH:28]=[CH:29][C:22]=3[C:21]=2[CH3:20])[O:12]1. Given the reactants ClC1C=CC=C2C=1NC([B:11]1[O:15][C:14]([CH3:17])([CH3:16])[C:13]([CH3:19])([CH3:18])[O:12]1)=C2.[CH3:20][C:21]1[C:22]2[CH:29]=[CH:28][CH:27]=[CH:26][C:23]=2[S:24][CH:25]=1, predict the reaction product. (2) Given the reactants [F:1][C:2]1[CH:21]=[CH:20][CH:19]=[C:18]([F:22])[C:3]=1[CH2:4][O:5][C:6]1[C:7]2[N:8]([C:12]([C:16]#[CH:17])=[C:13]([CH3:15])[N:14]=2)[CH:9]=[CH:10][CH:11]=1.[N:23]([Si](C)(C)C)=[N+:24]=[N-:25].O[C@H]([C@@H]1C([O-])=C(O)C(=O)O1)CO, predict the reaction product. The product is: [F:1][C:2]1[CH:21]=[CH:20][CH:19]=[C:18]([F:22])[C:3]=1[CH2:4][O:5][C:6]1[C:7]2[N:8]([C:12]([C:16]3[CH:17]=[N:25][NH:24][N:23]=3)=[C:13]([CH3:15])[N:14]=2)[CH:9]=[CH:10][CH:11]=1.